Dataset: Peptide-MHC class II binding affinity with 134,281 pairs from IEDB. Task: Regression. Given a peptide amino acid sequence and an MHC pseudo amino acid sequence, predict their binding affinity value. This is MHC class II binding data. (1) The peptide sequence is INEPTYAAIAYGLDR. The MHC is HLA-DQA10401-DQB10402 with pseudo-sequence HLA-DQA10401-DQB10402. The binding affinity (normalized) is 0.247. (2) The peptide sequence is GYVSLQEFVDLNNKG. The MHC is DRB1_0802 with pseudo-sequence DRB1_0802. The binding affinity (normalized) is 0.296. (3) The binding affinity (normalized) is 0.592. The MHC is DRB1_0101 with pseudo-sequence DRB1_0101. The peptide sequence is DSVETLLCQLWPYLK. (4) The peptide sequence is GELQIVDKIDAAFII. The MHC is DRB1_0401 with pseudo-sequence DRB1_0401. The binding affinity (normalized) is 0.457. (5) The peptide sequence is VAFRAGLVMEAGSKVT. The MHC is DRB1_0401 with pseudo-sequence DRB1_0401. The binding affinity (normalized) is 0.556. (6) The peptide sequence is IEENGSMRVFVDVIR. The MHC is DRB3_0202 with pseudo-sequence DRB3_0202. The binding affinity (normalized) is 0.359. (7) The peptide sequence is AQSLCFLLTQKSKSF. The MHC is DRB1_0701 with pseudo-sequence DRB1_0701. The binding affinity (normalized) is 0.564. (8) The peptide sequence is WKRMEVGQQAVEVWQ. The MHC is DRB1_1302 with pseudo-sequence DRB1_1302. The binding affinity (normalized) is 0.532.